From a dataset of Full USPTO retrosynthesis dataset with 1.9M reactions from patents (1976-2016). Predict the reactants needed to synthesize the given product. (1) Given the product [Cl:14][C:13]1[C:3]2[CH2:2][N:30]([CH:28]([C:25]3[CH:26]=[N:27][C:22]([O:21][C:20]4[CH:19]=[CH:18][C:17]([Cl:16])=[CH:33][CH:32]=4)=[C:23]([CH3:31])[CH:24]=3)[CH3:29])[C:5](=[O:7])[C:4]=2[CH:10]=[CH:11][N:12]=1, predict the reactants needed to synthesize it. The reactants are: Br[CH2:2][C:3]1[C:13]([Cl:14])=[N:12][CH:11]=[CH:10][C:4]=1[C:5]([O:7]CC)=O.Cl.[Cl:16][C:17]1[CH:33]=[CH:32][C:20]([O:21][C:22]2[N:27]=[CH:26][C:25]([CH:28]([NH2:30])[CH3:29])=[CH:24][C:23]=2[CH3:31])=[CH:19][CH:18]=1. (2) The reactants are: [Cl:1][C:2]1[N:3]=[N:4][C:5](Cl)=[CH:6][C:7]=1[C:8]([CH3:11])([CH3:10])[CH3:9].O.[NH2:14][NH2:15].Cl. Given the product [Cl:1][C:2]1[N:3]=[N:4][C:5]([NH:14][NH2:15])=[CH:6][C:7]=1[C:8]([CH3:11])([CH3:10])[CH3:9], predict the reactants needed to synthesize it.